Dataset: Tyrosyl-DNA phosphodiesterase HTS with 341,365 compounds. Task: Binary Classification. Given a drug SMILES string, predict its activity (active/inactive) in a high-throughput screening assay against a specified biological target. (1) The molecule is O=C1N(C(=O)CC1N(O)c1ccccc1)c1c(OCCC)cccc1. The result is 0 (inactive). (2) The compound is o1c(CNC(=O)c2nn3c(nc(cc3C)C)c2)ccc1. The result is 0 (inactive). (3) The compound is S1CC(=O)N(CCNC(=O)CSc2n(c(nn2)c2ccc(F)cc2)c2ccccc2)C1=O. The result is 0 (inactive). (4) The compound is S(=O)(=O)(N1CC(CCC1)C(=O)NCc1cc(OC)ccc1)c1ncn(c1)C. The result is 0 (inactive). (5) The compound is O(C(C)C)C(=O)/C(=C\c1cccnc1)C#N. The result is 0 (inactive). (6) The drug is Brc1cc(F)c(NC(=O)c2cc3CCN(S(=O)(=O)CC)c3cc2)cc1. The result is 0 (inactive). (7) The molecule is O=Cc1c(n(c2c(ccc(c2)C(O)=O)C)c(c1)C)C. The result is 1 (active). (8) The drug is O(C(C(=O)NC1CCCCCCC1)c1ccccc1)C. The result is 0 (inactive). (9) The molecule is Brc1c(S(=O)(=O)N2CCCCC2)ccc(Cl)c1. The result is 0 (inactive). (10) The compound is Brc1c(NC(=O)Cn2nc(c3cc(Cl)ccc3)ccc2=O)cccc1. The result is 0 (inactive).